This data is from Catalyst prediction with 721,799 reactions and 888 catalyst types from USPTO. The task is: Predict which catalyst facilitates the given reaction. (1) Reactant: [Cl:1][C:2]1[CH:21]=[CH:20][C:5]([C:6]([N:8]2[CH2:14][C:13]3[CH:15]=[CH:16][CH:17]=[CH:18][C:12]=3[NH:11][C:10](=[O:19])[CH2:9]2)=[O:7])=[CH:4][CH:3]=1.[H-].[Na+].Br[CH2:25][C:26]#[CH:27].C(OCC)(=O)C. Product: [Cl:1][C:2]1[CH:21]=[CH:20][C:5]([C:6]([N:8]2[CH2:14][C:13]3[CH:15]=[CH:16][CH:17]=[CH:18][C:12]=3[N:11]([CH2:27][C:26]#[CH:25])[C:10](=[O:19])[CH2:9]2)=[O:7])=[CH:4][CH:3]=1. The catalyst class is: 3. (2) Reactant: Cl[C:2]1[N:7]=[CH:6][C:5]([S:8]([NH2:11])(=[O:10])=[O:9])=[CH:4][CH:3]=1.[NH:12]1[CH2:15][CH:14]([NH:16][C:17](=[O:23])[O:18][C:19]([CH3:22])([CH3:21])[CH3:20])[CH2:13]1.CCN(C(C)C)C(C)C. Product: [S:8]([C:5]1[CH:4]=[CH:3][C:2]([N:12]2[CH2:15][CH:14]([NH:16][C:17](=[O:23])[O:18][C:19]([CH3:21])([CH3:20])[CH3:22])[CH2:13]2)=[N:7][CH:6]=1)(=[O:10])(=[O:9])[NH2:11]. The catalyst class is: 8. (3) Reactant: [F:1][C:2]1[CH:32]=[C:31]([F:33])[CH:30]=[CH:29][C:3]=1[O:4][CH:5]1[CH2:10][CH2:9][N:8]([C:11]2[N:12]=[C:13]([C:25](OC)=[O:26])[C:14]([C:21](OC)=[O:22])=[N:15][C:16]=2[NH:17][CH:18]([CH3:20])[CH3:19])[CH2:7][CH2:6]1.[Li+].[B-](CC)(CC)CC. Product: [F:1][C:2]1[CH:32]=[C:31]([F:33])[CH:30]=[CH:29][C:3]=1[O:4][CH:5]1[CH2:10][CH2:9][N:8]([C:11]2[N:12]=[C:13]([CH2:25][OH:26])[C:14]([CH2:21][OH:22])=[N:15][C:16]=2[NH:17][CH:18]([CH3:20])[CH3:19])[CH2:7][CH2:6]1. The catalyst class is: 1. (4) Reactant: [C:1](/[CH:3]=[CH:4]/[S:5]([C:8]1[CH:13]=[CH:12][C:11]([C:14]([CH3:19])([CH3:18])[C:15]([OH:17])=O)=[CH:10][CH:9]=1)(=[O:7])=[O:6])#[N:2].[C:20]1([C@H:26]([NH2:28])[CH3:27])[CH:25]=[CH:24][CH:23]=[CH:22][CH:21]=1.Cl.CN(C)CCCN=C=NCC.ON1C2C=CC=CC=2N=N1. Product: [C:1](/[CH:3]=[CH:4]/[S:5]([C:8]1[CH:9]=[CH:10][C:11]([C:14]([CH3:19])([CH3:18])[C:15]([NH:28][C@@H:26]([C:20]2[CH:25]=[CH:24][CH:23]=[CH:22][CH:21]=2)[CH3:27])=[O:17])=[CH:12][CH:13]=1)(=[O:6])=[O:7])#[N:2]. The catalyst class is: 2. (5) Reactant: C(=O)([O-])[O-].[K+].[K+].CN(C)C=O.F[C:13]1[CH:14]=[CH:15][C:16]([N+:23]([O-:25])=[O:24])=[C:17]([CH:22]=1)[C:18]([O:20][CH3:21])=[O:19].[CH2:26]([S:28]([C:31]1[CH:36]=[CH:35][C:34]([OH:37])=[CH:33][CH:32]=1)(=[O:30])=[O:29])[CH3:27]. Product: [CH2:26]([S:28]([C:31]1[CH:36]=[CH:35][C:34]([O:37][C:13]2[CH:14]=[CH:15][C:16]([N+:23]([O-:25])=[O:24])=[C:17]([CH:22]=2)[C:18]([O:20][CH3:21])=[O:19])=[CH:33][CH:32]=1)(=[O:30])=[O:29])[CH3:27]. The catalyst class is: 6. (6) Product: [CH3:21][N:8]([C:9]1[CH:14]=[CH:13][N:12]=[C:11]([C:15]2[CH:20]=[CH:19][CH:18]=[CH:17][CH:16]=2)[N:10]=1)[C:6]1[CH:5]=[CH:4][N:3]=[C:2]([NH:22][CH2:23][CH2:24][C:25]2[CH:30]=[CH:29][CH:28]=[CH:27][N:26]=2)[N:7]=1. Reactant: F[C:2]1[N:7]=[C:6]([N:8]([CH3:21])[C:9]2[CH:14]=[CH:13][N:12]=[C:11]([C:15]3[CH:20]=[CH:19][CH:18]=[CH:17][CH:16]=3)[N:10]=2)[CH:5]=[CH:4][N:3]=1.[NH2:22][CH2:23][CH2:24][C:25]1[CH:30]=[CH:29][CH:28]=[CH:27][N:26]=1. The catalyst class is: 41. (7) Reactant: O.P([O-])([O-])(O)=O.[Na+].[Na+].OO.Cl([O-])=O.[Na+].[Cl:15][C:16]1[C:25]([CH:26]=[O:27])=[C:24]([S:28]([CH3:31])(=[O:30])=[O:29])[CH:23]=[CH:22][C:17]=1[C:18]([O:20][CH3:21])=[O:19].Cl.S([O-])(O)=[O:34].[Na+]. Product: [Cl:15][C:16]1[C:25]([C:26]([OH:34])=[O:27])=[C:24]([S:28]([CH3:31])(=[O:30])=[O:29])[CH:23]=[CH:22][C:17]=1[C:18]([O:20][CH3:21])=[O:19]. The catalyst class is: 192. (8) Reactant: Br[CH:2]([CH3:9])[C:3](=O)[C:4]([O:6][CH3:7])=[O:5].[NH2:10][C:11]1[CH:16]=[CH:15][C:14]([N+:17]([O-:19])=[O:18])=[CH:13][N:12]=1. Product: [CH3:9][C:2]1[N:12]2[CH:13]=[C:14]([N+:17]([O-:19])=[O:18])[CH:15]=[CH:16][C:11]2=[N:10][C:3]=1[C:4]([O:6][CH3:7])=[O:5]. The catalyst class is: 8.